Task: Predict the product of the given reaction.. Dataset: Forward reaction prediction with 1.9M reactions from USPTO patents (1976-2016) Given the reactants B(F)(F)F.[BH4-].[Na+].[F:7][C:8]1[CH:13]=[CH:12][C:11]([CH3:14])=[C:10]([CH:15]=[C:16]([N+:18]([O-])=O)[CH3:17])[CH:9]=1, predict the reaction product. The product is: [F:7][C:8]1[CH:13]=[CH:12][C:11]([CH3:14])=[C:10]([CH2:15][CH:16]([NH2:18])[CH3:17])[CH:9]=1.